From a dataset of Full USPTO retrosynthesis dataset with 1.9M reactions from patents (1976-2016). Predict the reactants needed to synthesize the given product. (1) Given the product [CH3:10][C:7]1[O:6][C:5]([CH:4]([NH2:1])[CH:11]2[CH2:15][CH2:14][CH2:13][S:12]2)=[CH:9][CH:8]=1, predict the reactants needed to synthesize it. The reactants are: [N:1]([CH:4]([CH:11]1[CH2:15][CH2:14][CH2:13][S:12]1)[C:5]1[O:6][C:7]([CH3:10])=[CH:8][CH:9]=1)=[N+]=[N-].[H][H]. (2) Given the product [CH2:1]([O:5][C:6](=[O:19])[C:7]1[CH:12]=[C:11]([O:13][CH2:14][CH:15]([CH3:17])[CH3:16])[CH:10]=[C:9]([Br:24])[CH:8]=1)[CH:2]([CH3:4])[CH3:3], predict the reactants needed to synthesize it. The reactants are: [CH2:1]([O:5][C:6](=[O:19])[C:7]1[CH:12]=[C:11]([O:13][CH2:14][CH:15]([CH3:17])[CH3:16])[CH:10]=[C:9](N)[CH:8]=1)[CH:2]([CH3:4])[CH3:3].N([O-])=O.[Na+].[BrH:24]. (3) The reactants are: [NH:1]1[C:9]2[C:4](=[CH:5][CH:6]=[CH:7][CH:8]=2)[CH2:3][CH2:2]1.Br[C:11]1[CH:16]=[CH:15][C:14]([C:17]([N:19]2[CH2:24][CH2:23][N:22]([C:25]([O:27][C:28]([CH3:31])([CH3:30])[CH3:29])=[O:26])[CH2:21][CH2:20]2)=[O:18])=[CH:13][CH:12]=1.C([O-])([O-])=O.[Cs+].[Cs+]. Given the product [N:1]1([C:11]2[CH:16]=[CH:15][C:14]([C:17]([N:19]3[CH2:20][CH2:21][N:22]([C:25]([O:27][C:28]([CH3:29])([CH3:31])[CH3:30])=[O:26])[CH2:23][CH2:24]3)=[O:18])=[CH:13][CH:12]=2)[C:9]2[C:4](=[CH:5][CH:6]=[CH:7][CH:8]=2)[CH2:3][CH2:2]1, predict the reactants needed to synthesize it. (4) Given the product [CH2:1]([O:3][C:4](=[O:22])[CH2:5][C:6]1[CH:11]=[CH:10][C:9]([NH:12][C:13]([C:15]2[CH:19]=[C:18]([C:31]3[CH:36]=[CH:35][C:34]([OH:37])=[CH:33][CH:32]=3)[O:17][C:16]=2[CH3:21])=[O:14])=[CH:8][CH:7]=1)[CH3:2], predict the reactants needed to synthesize it. The reactants are: [CH2:1]([O:3][C:4](=[O:22])[CH2:5][C:6]1[CH:11]=[CH:10][C:9]([NH:12][C:13]([C:15]2[CH:19]=[C:18](Br)[O:17][C:16]=2[CH3:21])=[O:14])=[CH:8][CH:7]=1)[CH3:2].CC1(C)C(C)(C)OB([C:31]2[CH:36]=[CH:35][C:34]([OH:37])=[CH:33][CH:32]=2)O1.C(=O)([O-])[O-].[Cs+].[Cs+]. (5) Given the product [ClH:59].[ClH:59].[ClH:59].[CH3:42][N:29]([CH3:28])[CH2:30][CH2:31][CH2:32][O:33][C:34]1[CH:35]=[CH:36][C:37]([CH2:38][N:17]2[CH2:16][CH2:15][CH:14]([NH:13][C:10]3[C:11]4[C:6](=[CH:5][CH:4]=[C:3]([O:2][CH3:1])[CH:12]=4)[C:7]([C:20]4[CH:25]=[CH:24][C:23]([O:26][CH3:27])=[CH:22][CH:21]=4)=[N:8][N:9]=3)[CH2:19][CH2:18]2)=[CH:40][CH:41]=1, predict the reactants needed to synthesize it. The reactants are: [CH3:1][O:2][C:3]1[CH:12]=[C:11]2[C:6]([C:7]([C:20]3[CH:25]=[CH:24][C:23]([O:26][CH3:27])=[CH:22][CH:21]=3)=[N:8][N:9]=[C:10]2[NH:13][CH:14]2[CH2:19][CH2:18][NH:17][CH2:16][CH2:15]2)=[CH:5][CH:4]=1.[CH3:28][N:29]([CH3:42])[CH2:30][CH2:31][CH2:32][O:33][C:34]1[CH:41]=[CH:40][C:37]([CH:38]=O)=[CH:36][CH:35]=1.C(O[BH-](OC(=O)C)OC(=O)C)(=O)C.[Na+].[OH-].[Na+].[Cl:59]CCCl.